From a dataset of Reaction yield outcomes from USPTO patents with 853,638 reactions. Predict the reaction yield, written as a fraction of the theoretical maximum amount of product (1.0 means a 100% yield; for example, 0.34 means a 34% yield). (1) The product is [CH3:37][N:38](/[CH:40]=[N:29]\[C:27](=[O:28])[C:24]1[CH:23]=[C:22]([CH3:30])[C:21]([C:19]2[CH:18]=[N:17][C:12]3[NH:13][CH2:14][C:15](=[O:16])[N:10]([CH2:9][C@H:6]4[CH2:7][CH2:8][C@H:3]([O:2][CH3:1])[CH2:4][CH2:5]4)[C:11]=3[N:20]=2)=[CH:26][N:25]=1)[CH3:39]. The yield is 1.00. The catalyst is O1CCCC1. The reactants are [CH3:1][O:2][C@H:3]1[CH2:8][CH2:7][C@H:6]([CH2:9][N:10]2[C:15](=[O:16])[CH2:14][NH:13][C:12]3[N:17]=[CH:18][C:19]([C:21]4[C:22]([CH3:30])=[CH:23][C:24]([C:27]([NH2:29])=[O:28])=[N:25][CH:26]=4)=[N:20][C:11]2=3)[CH2:5][CH2:4]1.C(O[CH:37](OCC(C)(C)C)[N:38]([CH3:40])[CH3:39])C(C)(C)C. (2) The reactants are [F:1][C:2]([C:5]1[O:9][N:8]=[C:7]([NH2:10])[CH:6]=1)([CH3:4])[CH3:3].Cl[C:12]([O:14][C:15]1[CH:20]=[CH:19][C:18]([Cl:21])=[CH:17][CH:16]=1)=[O:13]. No catalyst specified. The product is [F:1][C:2]([C:5]1[O:9][N:8]=[C:7]([NH:10][C:12](=[O:13])[O:14][C:15]2[CH:20]=[CH:19][C:18]([Cl:21])=[CH:17][CH:16]=2)[CH:6]=1)([CH3:4])[CH3:3]. The yield is 1.00.